This data is from Peptide-MHC class I binding affinity with 185,985 pairs from IEDB/IMGT. The task is: Regression. Given a peptide amino acid sequence and an MHC pseudo amino acid sequence, predict their binding affinity value. This is MHC class I binding data. (1) The peptide sequence is FSGKSTELI. The MHC is Mamu-B17 with pseudo-sequence Mamu-B17. The binding affinity (normalized) is 0.0270. (2) The peptide sequence is VTAASAAQR. The MHC is HLA-A68:01 with pseudo-sequence HLA-A68:01. The binding affinity (normalized) is 0.652. (3) The peptide sequence is KPRSPVVEL. The MHC is HLA-B15:01 with pseudo-sequence HLA-B15:01. The binding affinity (normalized) is 0.0847. (4) The peptide sequence is FLSHHFTLV. The binding affinity (normalized) is 0.265. The MHC is HLA-A26:01 with pseudo-sequence HLA-A26:01. (5) The peptide sequence is ERLKIRGSL. The MHC is HLA-B40:01 with pseudo-sequence HLA-B40:01. The binding affinity (normalized) is 0. (6) The peptide sequence is HTTVPWPNAS. The MHC is Mamu-A02 with pseudo-sequence Mamu-A02. The binding affinity (normalized) is 0.227. (7) The peptide sequence is KECVDGTLL. The MHC is HLA-A02:01 with pseudo-sequence HLA-A02:01. The binding affinity (normalized) is 0.454. (8) The binding affinity (normalized) is 0.0847. The MHC is HLA-A80:01 with pseudo-sequence HLA-A80:01. The peptide sequence is PEDDGTDWF.